From a dataset of CYP2D6 inhibition data for predicting drug metabolism from PubChem BioAssay. Regression/Classification. Given a drug SMILES string, predict its absorption, distribution, metabolism, or excretion properties. Task type varies by dataset: regression for continuous measurements (e.g., permeability, clearance, half-life) or binary classification for categorical outcomes (e.g., BBB penetration, CYP inhibition). Dataset: cyp2d6_veith. (1) The compound is CCN1CCc2nc(NC(=O)CC(c3ccccc3)c3ccccc3)sc2C1. The result is 1 (inhibitor). (2) The compound is Cc1cc(N2CCOCC2)ncc1[N+](=O)[O-]. The result is 0 (non-inhibitor). (3) The drug is O=C(c1ccco1)N1CCC2(CC1)CCN(c1ccccn1)CC2. The result is 1 (inhibitor). (4) The compound is COc1nn(C(C)C(=O)N/N=C/c2cccc3ccccc23)cc1[N+](=O)[O-]. The result is 0 (non-inhibitor). (5) The drug is CC(=O)OCC(=O)[C@]12OC(C)(C)O[C@@H]1C[C@H]1[C@H]3CC=C4C[C@@H](O)CC[C@]4(C)[C@H]3CC[C@]12C. The result is 0 (non-inhibitor). (6) The molecule is Cl[Pt](Cl)(Cl)Cl.OCc1ccncc1.OCc1ccncc1. The result is 1 (inhibitor). (7) The molecule is COc1cccc(-c2nc(CS(=O)(=O)CC(=O)NCCCOC(C)C)c(C)o2)c1. The result is 0 (non-inhibitor). (8) The drug is O=C1CN(c2nc(-c3ccccc3)c3cc(Br)ccc3n2)c2ccccc2N1. The result is 0 (non-inhibitor). (9) The compound is Cc1ccc(C(C)C)n1C(=O)OC(C)(C)C. The result is 0 (non-inhibitor). (10) The drug is COc1ccccc1CNc1ncnc2ccc(-c3ccc4c(c3)OCO4)cc12. The result is 1 (inhibitor).